From a dataset of Reaction yield outcomes from USPTO patents with 853,638 reactions. Predict the reaction yield, written as a fraction of the theoretical maximum amount of product (1.0 means a 100% yield; for example, 0.34 means a 34% yield). The reactants are [CH:1]([N:14]1[CH2:17][CH:16](I)[CH2:15]1)([C:8]1[CH:13]=[CH:12][CH:11]=[CH:10][CH:9]=1)[C:2]1[CH:7]=[CH:6][CH:5]=[CH:4][CH:3]=1.CN(P(N(C)C)(N(C)C)=O)C.[O:30]=[C:31]1[CH2:36][CH2:35][N:34]([C:37]([O:39][C:40]([CH3:43])([CH3:42])[CH3:41])=[O:38])[CH2:33][CH2:32]1.[NH4+].[Cl-]. The catalyst is C1COCC1. The product is [CH:1]([N:14]1[CH2:17][CH:16]([C:31]2([OH:30])[CH2:32][CH2:33][N:34]([C:37]([O:39][C:40]([CH3:42])([CH3:41])[CH3:43])=[O:38])[CH2:35][CH2:36]2)[CH2:15]1)([C:8]1[CH:13]=[CH:12][CH:11]=[CH:10][CH:9]=1)[C:2]1[CH:7]=[CH:6][CH:5]=[CH:4][CH:3]=1. The yield is 0.900.